From a dataset of Full USPTO retrosynthesis dataset with 1.9M reactions from patents (1976-2016). Predict the reactants needed to synthesize the given product. (1) Given the product [N+:6]([C:9]1[CH:10]=[C:11]([S:15]([NH:5][CH2:4][CH:1]2[CH2:3][CH2:2]2)(=[O:17])=[O:16])[CH:12]=[CH:13][CH:14]=1)([O-:8])=[O:7], predict the reactants needed to synthesize it. The reactants are: [CH:1]1([CH2:4][NH2:5])[CH2:3][CH2:2]1.[N+:6]([C:9]1[CH:10]=[C:11]([S:15](Cl)(=[O:17])=[O:16])[CH:12]=[CH:13][CH:14]=1)([O-:8])=[O:7].C(N(CC)CC)C.O. (2) Given the product [CH3:1][N:2]1[C:6]2=[N:7][CH:8]=[C:9]([N+:12]([O-:14])=[O:13])[C:10]([CH3:11])=[C:5]2[C:4]([C:30]2[CH2:37][C:34]3([CH2:35][CH2:36]3)[N:33]([C:38]([O:40][C:41]([CH3:44])([CH3:43])[CH3:42])=[O:39])[CH2:32][CH:31]=2)=[CH:3]1, predict the reactants needed to synthesize it. The reactants are: [CH3:1][N:2]1[C:6]2=[N:7][CH:8]=[C:9]([N+:12]([O-:14])=[O:13])[C:10]([CH3:11])=[C:5]2[C:4](B2OC(C)(C)C(C)(C)O2)=[CH:3]1.FC(F)(F)S(O[C:30]1[CH2:37][C:34]2([CH2:36][CH2:35]2)[N:33]([C:38]([O:40][C:41]([CH3:44])([CH3:43])[CH3:42])=[O:39])[CH2:32][CH:31]=1)(=O)=O.[O-]P([O-])([O-])=O.[K+].[K+].[K+].O.C([O-])(O)=O.[Na+].